This data is from Ames mutagenicity test results for genotoxicity prediction. The task is: Regression/Classification. Given a drug SMILES string, predict its toxicity properties. Task type varies by dataset: regression for continuous values (e.g., LD50, hERG inhibition percentage) or binary classification for toxic/non-toxic outcomes (e.g., AMES mutagenicity, cardiotoxicity, hepatotoxicity). Dataset: ames. (1) The drug is O=Cc1ccc([N+](=O)[O-])cc1. The result is 1 (mutagenic). (2) The compound is CN1CCc2cc3c(c4c2C1C(O)c1ccccc1-4)OCO3. The result is 1 (mutagenic). (3) The compound is CN(C)c1ccc(N=Nc2ccc3[nH]ncc3c2)cc1. The result is 1 (mutagenic). (4) The compound is CC1(C)CC(C(N)=O)C(C)(C)N1O. The result is 0 (non-mutagenic). (5) The molecule is CCCCOO. The result is 1 (mutagenic). (6) The result is 0 (non-mutagenic). The compound is CC(=O)c1cc2c(cc1C)C(C)(C)C(C)C2C(C)C.